Dataset: Peptide-MHC class I binding affinity with 185,985 pairs from IEDB/IMGT. Task: Regression. Given a peptide amino acid sequence and an MHC pseudo amino acid sequence, predict their binding affinity value. This is MHC class I binding data. The binding affinity (normalized) is 0.0847. The peptide sequence is KTTLFHTFK. The MHC is HLA-B44:02 with pseudo-sequence HLA-B44:02.